This data is from CYP3A4 inhibition data for predicting drug metabolism from PubChem BioAssay. The task is: Regression/Classification. Given a drug SMILES string, predict its absorption, distribution, metabolism, or excretion properties. Task type varies by dataset: regression for continuous measurements (e.g., permeability, clearance, half-life) or binary classification for categorical outcomes (e.g., BBB penetration, CYP inhibition). Dataset: cyp3a4_veith. The molecule is O=C1c2ccccc2NC(c2ccncc2)N1c1ccccn1. The result is 1 (inhibitor).